Dataset: Reaction yield outcomes from USPTO patents with 853,638 reactions. Task: Predict the reaction yield, written as a fraction of the theoretical maximum amount of product (1.0 means a 100% yield; for example, 0.34 means a 34% yield). (1) The reactants are [N+:1]([C:4]1[CH:10]=[C:9]([O:11][C:12]([F:15])([F:14])[F:13])[CH:8]=[CH:7][C:5]=1[NH2:6])([O-:3])=[O:2].O[CH2:17][CH:18]([CH2:20]O)O.[Na+].[N+](C1C=C(S([O-])(=O)=O)C=CC=1)([O-])=O. No catalyst specified. The product is [N+:1]([C:4]1[CH:10]=[C:9]([O:11][C:12]([F:13])([F:14])[F:15])[CH:8]=[C:7]2[C:5]=1[N:6]=[CH:20][CH:18]=[CH:17]2)([O-:3])=[O:2]. The yield is 0.950. (2) The reactants are C(OC([NH:8][CH2:9][C:10]1[CH:11]=[N:12][C:13](/[CH:16]=[CH:17]/[CH:18]2[CH2:23][CH2:22][CH2:21][CH2:20][CH2:19]2)=[CH:14][CH:15]=1)=O)(C)(C)C. The catalyst is CCOC(C)=O. The product is [NH2:8][CH2:9][C:10]1[CH:11]=[N:12][C:13](/[CH:16]=[CH:17]/[CH:18]2[CH2:23][CH2:22][CH2:21][CH2:20][CH2:19]2)=[CH:14][CH:15]=1. The yield is 0.880.